From a dataset of Catalyst prediction with 721,799 reactions and 888 catalyst types from USPTO. Predict which catalyst facilitates the given reaction. (1) The catalyst class is: 5. Product: [CH2:1]([C@:3]12[C:4]3[C:9](=[CH:8][C:7]([O:19][CH3:20])=[CH:6][CH:5]=3)[CH2:10][CH2:11][C:17]1=[CH:15][C:12](=[O:16])[CH2:13][CH2:14]2)[CH3:2]. Reactant: [CH2:1]([C:3]12[C:17](=O)[CH:11]([C:12]([OH:16])([CH3:15])[CH2:13][CH2:14]1)[CH2:10][C:9]1[C:4]2=[CH:5][CH:6]=[C:7]([O:19][CH3:20])[CH:8]=1)[CH3:2].C[O-].[Na+].C(O)(=O)C. (2) Reactant: Cl[C:2]1[N:7]=[C:6]([NH:8][C:9]2[CH:13]=[C:12]([CH:14]([F:16])[F:15])[NH:11][N:10]=2)[CH:5]=[CH:4][N:3]=1.Cl.[Cl:18][C:19]1[C:27]2[N:26]=[CH:25][N:24](C3CCCCO3)[C:23]=2[CH:22]=[CH:21][C:20]=1[CH2:34][NH:35][CH3:36].CCN(C(C)C)C(C)C.Cl.O1CCOCC1. Product: [Cl:18][C:19]1[C:27]2[N:26]=[CH:25][NH:24][C:23]=2[CH:22]=[CH:21][C:20]=1[CH2:34][N:35]([CH3:36])[C:2]1[N:7]=[C:6]([NH:8][C:9]2[CH:13]=[C:12]([CH:14]([F:16])[F:15])[NH:11][N:10]=2)[CH:5]=[CH:4][N:3]=1. The catalyst class is: 114.